Dataset: Full USPTO retrosynthesis dataset with 1.9M reactions from patents (1976-2016). Task: Predict the reactants needed to synthesize the given product. Given the product [N:22]1[CH:23]=[CH:24][C:19]([NH:18][CH2:17][CH:14]2[CH2:13][CH2:12][NH:11][CH2:16][CH2:15]2)=[CH:20][N:21]=1, predict the reactants needed to synthesize it. The reactants are: C(OC([N:11]1[CH2:16][CH2:15][CH:14]([CH2:17][NH:18][C:19]2[C:24](Cl)=[C:23](Cl)[N:22]=[N:21][CH:20]=2)[CH2:13][CH2:12]1)=O)C1C=CC=CC=1.